Dataset: Reaction yield outcomes from USPTO patents with 853,638 reactions. Task: Predict the reaction yield, written as a fraction of the theoretical maximum amount of product (1.0 means a 100% yield; for example, 0.34 means a 34% yield). (1) The reactants are Cl[C:2]1[CH:7]=[C:6]([O:8][C:9]2[CH:14]=[CH:13][CH:12]=[CH:11][CH:10]=2)[CH:5]=[CH:4][N:3]=1.[CH3:15][C:16]1[N:17]=[C:18]([NH2:21])[S:19][CH:20]=1.P([O-])([O-])([O-])=O.[K+].[K+].[K+].C1(P(C2C=CC=CC=2)C2C3OC4C(=CC=CC=4P(C4C=CC=CC=4)C4C=CC=CC=4)C(C)(C)C=3C=CC=2)C=CC=CC=1. The catalyst is C1(C)C=CC=CC=1.O.C1C=CC(/C=C/C(/C=C/C2C=CC=CC=2)=O)=CC=1.C1C=CC(/C=C/C(/C=C/C2C=CC=CC=2)=O)=CC=1.C1C=CC(/C=C/C(/C=C/C2C=CC=CC=2)=O)=CC=1.[Pd].[Pd]. The product is [CH3:15][C:16]1[N:17]=[C:18]([NH:21][C:2]2[CH:7]=[C:6]([O:8][C:9]3[CH:14]=[CH:13][CH:12]=[CH:11][CH:10]=3)[CH:5]=[CH:4][N:3]=2)[S:19][CH:20]=1. The yield is 0.230. (2) The reactants are [CH3:1][N:2]([S:12]([C:15]1[CH:20]=[CH:19][C:18]([C:21]([F:24])([F:23])[F:22])=[CH:17][CH:16]=1)(=[O:14])=[O:13])[C@H:3]1[CH2:8][CH2:7][C@H:6]([C:9]([OH:11])=O)[CH2:5][CH2:4]1.C(Cl)(=O)C(Cl)=O.[CH3:31][N:32]([CH3:37])[CH2:33][CH2:34][NH:35][CH3:36]. The catalyst is C(Cl)Cl.CN(C=O)C. The product is [CH3:31][N:32]([CH3:37])[CH2:33][CH2:34][N:35]([CH3:36])[C:9]([C@H:6]1[CH2:5][CH2:4][C@H:3]([N:2]([CH3:1])[S:12]([C:15]2[CH:20]=[CH:19][C:18]([C:21]([F:22])([F:24])[F:23])=[CH:17][CH:16]=2)(=[O:13])=[O:14])[CH2:8][CH2:7]1)=[O:11]. The yield is 0.530. (3) The reactants are Cl[C:2]1[CH:7]=[C:6]([C:8]2([C:19]3[CH:24]=[C:23]([CH3:25])[C:22]([O:26][CH:27]([F:29])[F:28])=[C:21]([CH3:30])[N:20]=3)[C:16]3[C:11](=[C:12]([F:17])[CH:13]=[CH:14][CH:15]=3)[C:10]([NH2:18])=[N:9]2)[CH:5]=[CH:4][N:3]=1.[F:31][C:32]1[CH:33]=[C:34](B(O)O)[CH:35]=[N:36][CH:37]=1.C([O-])([O-])=O.[Na+].[Na+]. The catalyst is COCCOC.C1C=CC([P]([Pd]([P](C2C=CC=CC=2)(C2C=CC=CC=2)C2C=CC=CC=2)([P](C2C=CC=CC=2)(C2C=CC=CC=2)C2C=CC=CC=2)[P](C2C=CC=CC=2)(C2C=CC=CC=2)C2C=CC=CC=2)(C2C=CC=CC=2)C2C=CC=CC=2)=CC=1. The product is [F:28][CH:27]([F:29])[O:26][C:22]1[C:23]([CH3:25])=[CH:24][C:19]([C:8]2([C:6]3[CH:5]=[CH:4][N:3]=[C:2]([C:34]4[CH:35]=[N:36][CH:37]=[C:32]([F:31])[CH:33]=4)[CH:7]=3)[C:16]3[C:11](=[C:12]([F:17])[CH:13]=[CH:14][CH:15]=3)[C:10]([NH2:18])=[N:9]2)=[N:20][C:21]=1[CH3:30]. The yield is 0.140. (4) The reactants are Br[C:2]1[CH:7]=[CH:6][C:5]([CH2:8][O:9][CH2:10][CH2:11][CH2:12][CH3:13])=[CH:4][CH:3]=1.C([Li])CCC.CN(C)[CH:21]=[O:22]. The catalyst is O1CCCC1. The product is [CH2:10]([O:9][CH2:8][C:5]1[CH:6]=[CH:7][C:2]([CH:21]=[O:22])=[CH:3][CH:4]=1)[CH2:11][CH2:12][CH3:13]. The yield is 0.810. (5) The reactants are [O:1]=[C:2]1[C:7]([CH2:8][C:9]2[CH:14]=[CH:13][C:12]([C:15]3[C:16]([C:21]#[N:22])=[CH:17][CH:18]=[CH:19][CH:20]=3)=[CH:11][CH:10]=2)=[C:6]([CH2:23][CH2:24][CH3:25])[N:5]2[N:26]=[CH:27][N:28]=[C:4]2[N:3]1[CH:29]1[CH2:34][CH2:33][C:32](=[O:35])[CH2:31][CH2:30]1.[CH:36]1(O)[CH2:40][CH2:39][CH2:38][CH:37]1[OH:41]. The catalyst is O.C1(C)C=CC(S(O)(=O)=O)=CC=1.C1(C)C=CC=CC=1. The product is [O:1]=[C:2]1[C:7]([CH2:8][C:9]2[CH:10]=[CH:11][C:12]([C:15]3[C:16]([C:21]#[N:22])=[CH:17][CH:18]=[CH:19][CH:20]=3)=[CH:13][CH:14]=2)=[C:6]([CH2:23][CH2:24][CH3:25])[N:5]2[N:26]=[CH:27][N:28]=[C:4]2[N:3]1[CH:29]1[CH2:30][CH2:31][C:32]2([O:41][C@H:37]3[CH2:38][CH2:39][CH2:40][C@H:36]3[O:35]2)[CH2:33][CH2:34]1. The yield is 1.00. (6) The reactants are CN(C(ON1N=NC2C=CC=NC1=2)=[N+](C)C)C.F[P-](F)(F)(F)(F)F.[Cl:25][C:26]1[CH:27]=[C:28]([C:52]([OH:54])=O)[CH:29]=[N:30][C:31]=1[NH:32][NH:33][C:34]([NH:36][CH:37]1[C:43]2[CH:44]=[CH:45][CH:46]=[CH:47][C:42]=2[CH2:41][CH2:40][C:39]2[CH:48]=[CH:49][CH:50]=[CH:51][C:38]1=2)=[O:35].[CH2:55]1[C@H:60]([NH2:61])[C:58](=[O:59])[S:57][CH2:56]1.CCN(C(C)C)C(C)C. The catalyst is CC(N(C)C)=O. The product is [Cl:25][C:26]1[CH:27]=[C:28]([C:52]([NH:61][CH:60]2[CH2:55][CH2:56][S:57][C:58]2=[O:59])=[O:54])[CH:29]=[N:30][C:31]=1[NH:32][NH:33][C:34]([NH:36][CH:37]1[C:43]2[CH:44]=[CH:45][CH:46]=[CH:47][C:42]=2[CH2:41][CH2:40][C:39]2[CH:48]=[CH:49][CH:50]=[CH:51][C:38]1=2)=[O:35]. The yield is 0.640.